Dataset: Forward reaction prediction with 1.9M reactions from USPTO patents (1976-2016). Task: Predict the product of the given reaction. (1) Given the reactants [NH2:1][CH2:2][CH2:3][CH2:4][O:5][C:6]1[CH:7]=[C:8]([CH:29]=[CH:30][CH:31]=1)[CH2:9][NH:10][C:11]1[N:15]([C@@H:16]2[O:22][C@H:21]([CH2:23][OH:24])[C@@H:19]([OH:20])[C@H:17]2[OH:18])[C:14]2[CH:25]=[CH:26][CH:27]=[CH:28][C:13]=2[N:12]=1.C(OC([NH:42][C:43](N1C=CC=N1)=[NH:44])=O)C1C=CC=CC=1, predict the reaction product. The product is: [NH:1]([CH2:2][CH2:3][CH2:4][O:5][C:6]1[CH:7]=[C:8]([CH:29]=[CH:30][CH:31]=1)[CH2:9][NH:10][C:11]1[N:15]([C@@H:16]2[O:22][C@H:21]([CH2:23][OH:24])[C@@H:19]([OH:20])[C@H:17]2[OH:18])[C:14]2[CH:25]=[CH:26][CH:27]=[CH:28][C:13]=2[N:12]=1)[C:43]([NH2:44])=[NH:42]. (2) The product is: [N:33]1[CH:34]=[CH:35][C:30]([CH2:29][NH:28][C:13]([C:10]2[S:11][CH:12]=[C:8]([C:5]3[CH:4]=[CH:3][C:2]([Cl:1])=[CH:7][CH:6]=3)[N:9]=2)=[O:15])=[CH:31][CH:32]=1. Given the reactants [Cl:1][C:2]1[CH:7]=[CH:6][C:5]([C:8]2[N:9]=[C:10]([C:13]([OH:15])=O)[S:11][CH:12]=2)=[CH:4][CH:3]=1.C1N=CN(C(N2C=NC=C2)=O)C=1.[NH2:28][CH2:29][C:30]1[CH:35]=[CH:34][N:33]=[CH:32][CH:31]=1, predict the reaction product. (3) Given the reactants [N:1]1([C:8]2[CH:13]=[CH:12][C:11](Br)=[CH:10][C:9]=2/[CH:15]=[C:16](\[CH3:21])/[C:17]([O:19][CH3:20])=[O:18])[CH2:7][CH2:6][CH2:5][CH2:4][CH2:3][CH2:2]1.[CH2:22]([O:26][CH2:27][CH2:28][O:29][C:30]1[CH:35]=[CH:34][C:33](OB(O)O)=[CH:32][CH:31]=1)[CH2:23][CH2:24][CH3:25].C(=O)([O-])[O-].[K+].[K+], predict the reaction product. The product is: [N:1]1([C:8]2[CH:13]=[CH:12][C:11]([C:33]3[CH:34]=[CH:35][C:30]([O:29][CH2:28][CH2:27][O:26][CH2:22][CH2:23][CH2:24][CH3:25])=[CH:31][CH:32]=3)=[CH:10][C:9]=2/[CH:15]=[C:16](\[CH3:21])/[C:17]([O:19][CH3:20])=[O:18])[CH2:7][CH2:6][CH2:5][CH2:4][CH2:3][CH2:2]1. (4) Given the reactants [C:1](#[N:3])C.[H-].[Na+].C(O[C:9](=[O:17])[CH2:10][C:11]1[CH:16]=[CH:15][CH:14]=[CH:13][CH:12]=1)C.Cl, predict the reaction product. The product is: [O:17]=[C:9]([CH2:10][C:11]1[CH:12]=[CH:13][CH:14]=[CH:15][CH:16]=1)[C:1]#[N:3]. (5) Given the reactants [Cl:1][C:2]1[C:10]([C:11]#[N:12])=[CH:9][CH:8]=[C:7]2[C:3]=1[CH:4]=[C:5]([CH:17]([F:19])[F:18])[N:6]2[CH2:13][C:14](O)=[O:15].[NH2:20][NH2:21], predict the reaction product. The product is: [Cl:1][C:2]1[C:10]([C:11]#[N:12])=[CH:9][CH:8]=[C:7]2[C:3]=1[CH:4]=[C:5]([CH:17]([F:19])[F:18])[N:6]2[CH2:13][C:14]([NH:20][NH2:21])=[O:15]. (6) Given the reactants [Br:1][C:2]1[N:7]=[C:6]([C@@:8]2([CH:15]([F:17])[F:16])[NH:13][C:12](=S)[CH2:11][O:10][CH2:9]2)[C:5]([F:18])=[CH:4][CH:3]=1.[NH3:19], predict the reaction product. The product is: [Br:1][C:2]1[N:7]=[C:6]([C@:8]2([CH:15]([F:17])[F:16])[CH2:9][O:10][CH2:11][C:12]([NH2:19])=[N:13]2)[C:5]([F:18])=[CH:4][CH:3]=1. (7) The product is: [CH2:30]([N:21]1[CH:22]=[C:23]([C:24]2[CH:29]=[CH:28][N:27]=[CH:26][CH:25]=2)[C:19]([C:15]2[C:14]([F:33])=[C:13]([N:12]([CH2:49][O:48][CH3:45])[S:9]([C:3]3[CH:4]=[C:5]([F:8])[CH:6]=[CH:7][C:2]=3[F:1])(=[O:10])=[O:11])[CH:18]=[CH:17][CH:16]=2)=[N:20]1)[CH3:32]. Given the reactants [F:1][C:2]1[CH:7]=[CH:6][C:5]([F:8])=[CH:4][C:3]=1[S:9]([NH:12][C:13]1[CH:18]=[CH:17][CH:16]=[C:15]([C:19]2[C:23]([C:24]3[CH:29]=[CH:28][N:27]=[CH:26][CH:25]=3)=[CH:22][N:21]([CH:30]([CH3:32])C)[N:20]=2)[C:14]=1[F:33])(=[O:11])=[O:10].N1C=CC(B2[O:48][C:45](C)(C)C(C)(C)O2)=CC=1.[C:49](=O)([O-])[O-].[Cs+].[Cs+], predict the reaction product. (8) Given the reactants Cl.[Cl:2][C:3]1[CH:8]=[CH:7][CH:6]=[CH:5][C:4]=1[CH2:9][CH2:10][NH:11][CH2:12][CH2:13][CH2:14][CH2:15][C:16]([C:18]1[CH:19]=[C:20]2[C:25]3=[C:26]([CH2:28][C:29](=[O:30])[N:24]3[CH2:23][CH2:22][CH2:21]2)[CH:27]=1)=[O:17].[BrH:31], predict the reaction product. The product is: [BrH:31].[Cl:2][C:3]1[CH:8]=[CH:7][CH:6]=[CH:5][C:4]=1[CH2:9][CH2:10][NH:11][CH2:12][CH2:13][CH2:14][CH2:15][C:16]([C:18]1[CH:19]=[C:20]2[C:25]3=[C:26]([CH2:28][C:29](=[O:30])[N:24]3[CH2:23][CH2:22][CH2:21]2)[CH:27]=1)=[O:17]. (9) Given the reactants [CH3:1][C:2]1[S:3][C:4]2[CH:10]=[CH:9][C:8]([OH:11])=[CH:7][C:5]=2[N:6]=1.[C:12]([C@@H:16]1[CH2:21][CH2:20][C@H:19](O)[CH2:18][CH2:17]1)([CH3:15])([CH3:14])[CH3:13].C1(P(C2C=CC=CC=2)C2C=CC=CC=2)C=CC=CC=1.C1(C)C=CC=CC=1.N(C(OC(C)C)=O)=NC(OC(C)C)=O, predict the reaction product. The product is: [C:12]([CH:16]1[CH2:21][CH2:20][CH:19]([O:11][C:8]2[CH:9]=[CH:10][C:4]3[S:3][C:2]([CH3:1])=[N:6][C:5]=3[CH:7]=2)[CH2:18][CH2:17]1)([CH3:15])([CH3:14])[CH3:13].